This data is from Full USPTO retrosynthesis dataset with 1.9M reactions from patents (1976-2016). The task is: Predict the reactants needed to synthesize the given product. (1) Given the product [Br:1][C:2]1[CH:23]=[C:22]2[C:5]([CH2:6][C:7]3([C:15]42[CH:19]=[C:18]([F:20])[C:17]([NH2:38])=[N:16]4)[CH2:8][CH2:9][CH:10]([O:13][CH3:14])[CH2:11][CH2:12]3)=[CH:4][CH:3]=1, predict the reactants needed to synthesize it. The reactants are: [Br:1][C:2]1[CH:23]=[C:22]2[C:5]([CH2:6][C:7]3([C:15]42[CH:19]=[C:18]([F:20])[C:17](=O)[NH:16]4)[CH2:12][CH2:11][CH:10]([O:13][CH3:14])[CH2:9][CH2:8]3)=[CH:4][CH:3]=1.P12(SP3(SP(SP(S3)(S1)=S)(=S)S2)=S)=S.[NH3:38].C(OO)(C)(C)C. (2) Given the product [CH2:1]([O:8][CH2:9][C@H:10]([OH:36])[CH2:11][C:12]1[NH:13][CH:14]=[CH:15][N:16]=1)[C:2]1[CH:7]=[CH:6][CH:5]=[CH:4][CH:3]=1, predict the reactants needed to synthesize it. The reactants are: [CH2:1]([O:8][CH2:9][C@H:10]([OH:36])[CH2:11][C:12]1[N:13](C(C2C=CC=CC=2)(C2C=CC=CC=2)C2C=CC=CC=2)[CH:14]=[CH:15][N:16]=1)[C:2]1[CH:7]=[CH:6][CH:5]=[CH:4][CH:3]=1. (3) Given the product [CH3:1][O:2][C:3]([C:5]1[C:13]([Cl:14])=[C:12]2[C:8]([CH:9]=[CH:10][N:11]2[C:19]2[CH:20]=[CH:21][C:16]([F:15])=[CH:17][CH:18]=2)=[CH:7][CH:6]=1)=[O:4], predict the reactants needed to synthesize it. The reactants are: [CH3:1][O:2][C:3]([C:5]1[C:13]([Cl:14])=[C:12]2[C:8]([CH:9]=[CH:10][NH:11]2)=[CH:7][CH:6]=1)=[O:4].[F:15][C:16]1[CH:21]=[CH:20][C:19](I)=[CH:18][CH:17]=1.